Dataset: Catalyst prediction with 721,799 reactions and 888 catalyst types from USPTO. Task: Predict which catalyst facilitates the given reaction. (1) Reactant: [F:1][C:2]1[CH:3]=[C:4]([C@H:8]2[CH2:12][C@@H:11]([OH:13])[CH2:10][N:9]2[C:14]2[CH:19]=[CH:18][N:17]3[N:20]=[CH:21][C:22]([C:23]([O:25][CH2:26][CH3:27])=[O:24])=[C:16]3[N:15]=2)[CH:5]=[CH:6][CH:7]=1.C1C=CC(P(C2C=CC=CC=2)C2C=CC=CC=2)=CC=1.[CH3:47][CH:48]([O:50]C(/N=N/C(OC(C)C)=O)=O)C.C(O)(=O)C. Product: [C:48]([O:13][C@@H:11]1[CH2:10][N:9]([C:14]2[CH:19]=[CH:18][N:17]3[N:20]=[CH:21][C:22]([C:23]([O:25][CH2:26][CH3:27])=[O:24])=[C:16]3[N:15]=2)[C@@H:8]([C:4]2[CH:5]=[CH:6][CH:7]=[C:2]([F:1])[CH:3]=2)[CH2:12]1)(=[O:50])[CH3:47]. The catalyst class is: 1. (2) Reactant: FC(F)(F)C(O)=O.[CH3:8][O:9][C:10]([C@@H:12]1[CH2:45][C@@H:44]2[CH2:46][N:13]1[C:14](=[O:53])[C@H:15]([C:49]([CH3:52])([CH3:51])[CH3:50])[NH:16][C:17](=[O:48])[O:18][C@@H:19]1[CH2:47][C@H:20]1[CH2:21][CH2:22][CH2:23][CH2:24][CH2:25][C:26]1[C:27]([O:43]2)=[N:28][C:29]2[CH:30]=[CH:31][CH:32]=[CH:33][C:34]=2[C:35]=1[O:36][CH:37]1[CH2:42][CH2:41][NH:40][CH2:39][CH2:38]1)=[O:11].[I-].[K+].[CH3:56][O:57][CH2:58][CH2:59]Br. Product: [CH3:8][O:9][C:10]([C@@H:12]1[CH2:45][C@@H:44]2[CH2:46][N:13]1[C:14](=[O:53])[C@H:15]([C:49]([CH3:50])([CH3:52])[CH3:51])[NH:16][C:17](=[O:48])[O:18][C@@H:19]1[CH2:47][C@H:20]1[CH2:21][CH2:22][CH2:23][CH2:24][CH2:25][C:26]1[C:27]([O:43]2)=[N:28][C:29]2[CH:30]=[CH:31][CH:32]=[CH:33][C:34]=2[C:35]=1[O:36][CH:37]1[CH2:38][CH2:39][N:40]([CH2:59][CH2:58][O:57][CH3:56])[CH2:41][CH2:42]1)=[O:11]. The catalyst class is: 338. (3) Reactant: [C:1]([O:5][C:6]([N:8]1[CH2:13][CH2:12][C@@H:11]([NH:14][C:15]2[CH:20]=[C:19]([F:21])[CH:18]=[CH:17][C:16]=2[N+:22]([O-])=O)[C@H:10]([O:25][C:26](=[O:28])[CH3:27])[CH2:9]1)=[O:7])([CH3:4])([CH3:3])[CH3:2]. Product: [C:1]([O:5][C:6]([N:8]1[CH2:13][CH2:12][C@@H:11]([NH:14][C:15]2[CH:20]=[C:19]([F:21])[CH:18]=[CH:17][C:16]=2[NH2:22])[C@H:10]([O:25][C:26](=[O:28])[CH3:27])[CH2:9]1)=[O:7])([CH3:4])([CH3:2])[CH3:3]. The catalyst class is: 50. (4) Reactant: [N+:1]([C:4]1[CH:9]=[CH:8][C:7]([N:10]2[CH2:15][CH2:14][N:13]([CH2:16][C@@H:17]([OH:19])[CH3:18])[CH2:12][CH2:11]2)=[CH:6][CH:5]=1)([O-])=O.C(O)C.[H][H]. Product: [NH2:1][C:4]1[CH:5]=[CH:6][C:7]([N:10]2[CH2:11][CH2:12][N:13]([CH2:16][C@@H:17]([OH:19])[CH3:18])[CH2:14][CH2:15]2)=[CH:8][CH:9]=1. The catalyst class is: 78. (5) Reactant: [CH3:1][O:2][C:3]1[CH:4]=[C:5]([C:11]2[O:16][C:15](=O)[C:14]3[C:18]([CH3:21])=[CH:19][O:20][C:13]=3[CH:12]=2)[CH:6]=[C:7]([O:9][CH3:10])[CH:8]=1.COC1C=CC(P2(SP(C3C=CC(OC)=CC=3)(=S)S2)=[S:31])=CC=1. Product: [CH3:1][O:2][C:3]1[CH:4]=[C:5]([C:11]2[O:16][C:15](=[S:31])[C:14]3[C:18]([CH3:21])=[CH:19][O:20][C:13]=3[CH:12]=2)[CH:6]=[C:7]([O:9][CH3:10])[CH:8]=1. The catalyst class is: 11. (6) Reactant: [Cl:1][C:2]1[C:6]([C:7]2[CH:12]=[CH:11][C:10]([Cl:13])=[CH:9][C:8]=2[CH3:14])=[N:5][S:4][N:3]=1.C1C(=O)N([Br:22])C(=O)C1.C(OOC(=O)C1C=CC=CC=1)(=O)C1C=CC=CC=1. Product: [Br:22][CH2:14][C:8]1[CH:9]=[C:10]([Cl:13])[CH:11]=[CH:12][C:7]=1[C:6]1[C:2]([Cl:1])=[N:3][S:4][N:5]=1. The catalyst class is: 53.